Dataset: Catalyst prediction with 721,799 reactions and 888 catalyst types from USPTO. Task: Predict which catalyst facilitates the given reaction. (1) Reactant: [S:1]1[CH:5]=[CH:4][CH:3]=[C:2]1[CH2:6][C:7]([OH:9])=O.CN(C=O)C.C(N1C=CN=C1)(N1C=CN=C1)=O.Cl.[CH3:28][NH:29][O:30][CH3:31]. Product: [CH3:31][O:30][N:29]([CH3:28])[C:7](=[O:9])[CH2:6][C:2]1[S:1][CH:5]=[CH:4][CH:3]=1. The catalyst class is: 775. (2) Product: [ClH:45].[ClH:48].[N:23]1[CH:24]=[CH:25][CH:26]=[CH:27][C:22]=1[NH:21][C:20]([C:19]1[N:18]=[C:17]([C:29]([F:30])([F:31])[F:32])[N:14]2[CH2:15][CH2:16][N:11]([C:10](=[O:33])[CH2:9][C@H:8]([NH2:7])[CH2:34][C:35]3[CH:40]=[C:39]([F:41])[C:38]([F:42])=[CH:37][C:36]=3[F:43])[CH2:12][C:13]=12)=[O:28]. The catalyst class is: 5. Reactant: C(OC(=O)[NH:7][C@H:8]([CH2:34][C:35]1[CH:40]=[C:39]([F:41])[C:38]([F:42])=[CH:37][C:36]=1[F:43])[CH2:9][C:10](=[O:33])[N:11]1[CH2:16][CH2:15][N:14]2[C:17]([C:29]([F:32])([F:31])[F:30])=[N:18][C:19]([C:20](=[O:28])[NH:21][C:22]3[CH:27]=[CH:26][CH:25]=[CH:24][N:23]=3)=[C:13]2[CH2:12]1)(C)(C)C.[Cl:45]CCl.[ClH:48].